From a dataset of Catalyst prediction with 721,799 reactions and 888 catalyst types from USPTO. Predict which catalyst facilitates the given reaction. (1) Reactant: Cl.[F:2][C:3]([F:27])([F:26])[C:4]1[CH:25]=[CH:24][CH:23]=[CH:22][C:5]=1[CH:6]([O:17][CH:18]1[CH2:21][NH:20][CH2:19]1)[C:7]1[CH:12]=[CH:11][C:10]([O:13][CH:14]([F:16])[F:15])=[CH:9][CH:8]=1.C(=O)([O-])[O-].[CH:32]([N:35]=[C:36]=[O:37])([CH3:34])[CH3:33]. Product: [F:27][C:3]([F:2])([F:26])[C:4]1[CH:25]=[CH:24][CH:23]=[CH:22][C:5]=1[CH:6]([O:17][CH:18]1[CH2:21][N:20]([C:36]([NH:35][CH:32]([CH3:34])[CH3:33])=[O:37])[CH2:19]1)[C:7]1[CH:12]=[CH:11][C:10]([O:13][CH:14]([F:15])[F:16])=[CH:9][CH:8]=1. The catalyst class is: 2. (2) Product: [CH:11]1([N:8]2[C:6]3[N:7]=[C:2]([NH:31][CH:22]([CH2:21][CH2:20][O:19][Si:18]([CH3:36])([CH3:17])[C:32]([CH3:33])([CH3:35])[CH3:34])[CH2:23][C:24]4[N:29]=[CH:28][C:27]([CH3:30])=[CH:26][N:25]=4)[NH:3][C:4](=[O:16])[C:5]=3[CH:10]=[N:9]2)[CH2:15][CH2:14][CH2:13][CH2:12]1. The catalyst class is: 51. Reactant: Cl[C:2]1[NH:3][C:4](=[O:16])[C:5]2[CH:10]=[N:9][N:8]([CH:11]3[CH2:15][CH2:14][CH2:13][CH2:12]3)[C:6]=2[N:7]=1.[CH3:17][Si:18]([CH3:36])([C:32]([CH3:35])([CH3:34])[CH3:33])[O:19][CH2:20][CH2:21][CH:22]([NH2:31])[CH2:23][C:24]1[N:29]=[CH:28][C:27]([CH3:30])=[CH:26][N:25]=1.CCN(C(C)C)C(C)C. (3) Reactant: [CH3:1][S-:2].[Na+].[C:4]([O:8][C:9]([N:11]1[CH2:15][CH2:14][C@H:13]([C@@H:16]2[CH2:18][O:17]2)[CH2:12]1)=[O:10])([CH3:7])([CH3:6])[CH3:5].O. Product: [C:4]([O:8][C:9]([N:11]1[CH2:15][CH2:14][C@H:13]([C@@H:16]([OH:17])[CH2:18][S:2][CH3:1])[CH2:12]1)=[O:10])([CH3:7])([CH3:6])[CH3:5]. The catalyst class is: 1. (4) Reactant: [NH2:1][CH2:2][CH2:3][NH:4][S:5]([C:8]1[S:9][C:10]([C:13]2[CH:18]=[CH:17][N:16]=[C:15]3[N:19](S(C4C=CC=CC=4)(=O)=O)[C:20]([CH:22]([F:24])[F:23])=[CH:21][C:14]=23)=[CH:11][CH:12]=1)(=[O:7])=[O:6].CS(C)=O.[F-].C([N+](CCCC)(CCCC)CCCC)CCC. Product: [NH2:1][CH2:2][CH2:3][NH:4][S:5]([C:8]1[S:9][C:10]([C:13]2[CH:18]=[CH:17][N:16]=[C:15]3[NH:19][C:20]([CH:22]([F:23])[F:24])=[CH:21][C:14]=23)=[CH:11][CH:12]=1)(=[O:7])=[O:6]. The catalyst class is: 7. (5) Reactant: [NH:1]1[C:9]2[C:4](=[CH:5][CH:6]=[C:7]([C:10]#[N:11])[CH:8]=2)[CH2:3][CH2:2]1.C1C(=O)N([Br:19])C(=O)C1.C(=O)(O)[O-].[Na+]. Product: [Br:19][C:6]1[CH:5]=[C:4]2[C:9](=[CH:8][C:7]=1[C:10]#[N:11])[NH:1][CH2:2][CH2:3]2. The catalyst class is: 23. (6) Reactant: [NH2:1][C:2]1[N:6]([C:7]2[C:12]([Cl:13])=[CH:11][C:10]([C:14]([F:17])([F:16])[F:15])=[CH:9][C:8]=2[Cl:18])[N:5]=[C:4]([CH:19]=O)[C:3]=1[S:21]([CH3:23])=[O:22].Cl.[NH2:25][OH:26].N1C=CC=CC=1. The catalyst class is: 5. Product: [NH2:1][C:2]1[N:6]([C:7]2[C:12]([Cl:13])=[CH:11][C:10]([C:14]([F:17])([F:16])[F:15])=[CH:9][C:8]=2[Cl:18])[N:5]=[C:4]([CH:19]=[N:25][OH:26])[C:3]=1[S:21]([CH3:23])=[O:22]. (7) Reactant: [C:1]([CH2:3][C:4]([NH:6][C:7]1[CH:12]=[C:11]([O:13][CH3:14])[C:10]([Cl:15])=[CH:9][C:8]=1[Cl:16])=[O:5])#[N:2].[I:17][C:18]1[CH:19]=[C:20]([NH2:29])[CH:21]=[CH:22][C:23]=1[O:24][CH2:25][CH2:26][O:27][CH3:28].[CH2:30](OC(OCC)OCC)C. Product: [C:1]([C:3](=[CH:30][NH:29][C:20]1[CH:21]=[CH:22][C:23]([O:24][CH2:25][CH2:26][O:27][CH3:28])=[C:18]([I:17])[CH:19]=1)[C:4]([NH:6][C:7]1[CH:12]=[C:11]([O:13][CH3:14])[C:10]([Cl:15])=[CH:9][C:8]=1[Cl:16])=[O:5])#[N:2]. The catalyst class is: 32.